Predict which catalyst facilitates the given reaction. From a dataset of Catalyst prediction with 721,799 reactions and 888 catalyst types from USPTO. (1) Reactant: [C:1]([O:5][C:6](=[O:37])[N:7]([CH2:26][C:27]1[CH:32]=[CH:31][CH:30]=[C:29]([C:33]([CH3:36])([CH3:35])[CH3:34])[CH:28]=1)[C@@H:8]1[C@H:13]([OH:14])[C@H:12]([CH2:15][C:16]2[CH:21]=[CH:20][C:19]([N+:22]([O-:24])=[O:23])=[C:18]([F:25])[CH:17]=2)[CH2:11]S[CH2:9]1)([CH3:4])([CH3:3])[CH3:2].O[O:39][S:40]([O-:42])=O.[K+].CCCCCC.CCOC(C)=O.N. Product: [C:1]([O:5][C:6](=[O:37])[N:7]([CH2:26][C:27]1[CH:32]=[CH:31][CH:30]=[C:29]([C:33]([CH3:34])([CH3:36])[CH3:35])[CH:28]=1)[C@@H:8]1[C@H:13]([OH:14])[C@H:12]([CH2:15][C:16]2[CH:21]=[CH:20][C:19]([N+:22]([O-:24])=[O:23])=[C:18]([F:25])[CH:17]=2)[CH2:11][S:40](=[O:42])(=[O:39])[CH2:9]1)([CH3:2])([CH3:3])[CH3:4]. The catalyst class is: 20. (2) Reactant: [CH3:1][C:2]1[N:6]=[C:5]([CH3:7])[S:4][C:3]=1/[CH:8]=[CH:9]/[C:10](N(C)C)=O.[N+]([O-])(O)=O.[F:19][C:20]1[CH:25]=[C:24]([F:26])[CH:23]=[CH:22][C:21]=1[NH:27][C:28]([NH2:30])=[NH:29].[OH-].[Na+]. Product: [F:19][C:20]1[CH:25]=[C:24]([F:26])[CH:23]=[CH:22][C:21]=1[NH:27][C:28]1[N:30]=[C:8]([C:3]2[S:4][C:5]([CH3:7])=[N:6][C:2]=2[CH3:1])[CH:9]=[CH:10][N:29]=1. The catalyst class is: 141.